This data is from Reaction yield outcomes from USPTO patents with 853,638 reactions. The task is: Predict the reaction yield, written as a fraction of the theoretical maximum amount of product (1.0 means a 100% yield; for example, 0.34 means a 34% yield). (1) The reactants are [CH3:1][CH:2]([NH:6][CH2:7][C:8]1[S:12][C:11](B(O)O)=[CH:10][CH:9]=1)[CH2:3][CH2:4][CH3:5].Br[C:17]1[CH:18]=[C:19]2[C:23](=[C:24]([C:26]([NH2:28])=[O:27])[CH:25]=1)[NH:22][CH:21]=[C:20]2[CH:29]1[CH2:34][CH2:33][N:32]([S:35]([CH2:38][CH3:39])(=[O:37])=[O:36])[CH2:31][CH2:30]1.C([O-])([O-])=O.[K+].[K+]. The catalyst is C1C=CC([P]([Pd]([P](C2C=CC=CC=2)(C2C=CC=CC=2)C2C=CC=CC=2)([P](C2C=CC=CC=2)(C2C=CC=CC=2)C2C=CC=CC=2)[P](C2C=CC=CC=2)(C2C=CC=CC=2)C2C=CC=CC=2)(C2C=CC=CC=2)C2C=CC=CC=2)=CC=1. The product is [CH2:38]([S:35]([N:32]1[CH2:31][CH2:30][CH:29]([C:20]2[C:19]3[C:23](=[C:24]([C:26]([NH2:28])=[O:27])[CH:25]=[C:17]([C:11]4[S:12][C:8]([CH2:7][NH:6][CH:2]([CH3:1])[CH2:3][CH2:4][CH3:5])=[CH:9][CH:10]=4)[CH:18]=3)[NH:22][CH:21]=2)[CH2:34][CH2:33]1)(=[O:37])=[O:36])[CH3:39]. The yield is 0.600. (2) The reactants are [F:1][C:2]1[CH:7]=[C:6]([S:8]([CH3:11])(=[O:10])=[O:9])[CH:5]=[CH:4][C:3]=1[NH:12][C@H:13]1[CH2:19][CH2:18][CH2:17][CH2:16][N:15]([CH:20]2[CH2:25][CH2:24][N:23](C(OC(C)(C)C)=O)[CH2:22][CH2:21]2)[C:14]1=[O:33]. The catalyst is C(O)(C(F)(F)F)=O.C(Cl)Cl. The product is [F:1][C:2]1[CH:7]=[C:6]([S:8]([CH3:11])(=[O:10])=[O:9])[CH:5]=[CH:4][C:3]=1[NH:12][C@H:13]1[CH2:19][CH2:18][CH2:17][CH2:16][N:15]([CH:20]2[CH2:25][CH2:24][NH:23][CH2:22][CH2:21]2)[C:14]1=[O:33]. The yield is 0.500. (3) The reactants are BrC[C:3]([C:5]1C=C[C:8](C(F)(F)F)=[CH:7][CH:6]=1)=[O:4].[C:15](=[O:18])([O-])[O-].[K+].[K+].C[N:22](C)C=O. No catalyst specified. The product is [CH3:15][O:18][C:3]([C:5]1[NH:22][CH:8]=[CH:7][CH:6]=1)=[O:4]. The yield is 0.640.